From a dataset of Reaction yield outcomes from USPTO patents with 853,638 reactions. Predict the reaction yield, written as a fraction of the theoretical maximum amount of product (1.0 means a 100% yield; for example, 0.34 means a 34% yield). The reactants are [F:1][C:2]1[C:3]([C:34]2[N:35]([CH:40]([CH3:42])[CH3:41])[C:36]([CH3:39])=[N:37][CH:38]=2)=[N:4][C:5]([NH:8][CH:9]2[CH2:14][CH2:13][N:12]([S:15]([CH:18]3[CH2:23][CH2:22][N:21](C(OCC4C=CC=CC=4)=O)[CH2:20][CH2:19]3)(=[O:17])=[O:16])[CH2:11][CH2:10]2)=[N:6][CH:7]=1.[H][H]. The catalyst is CO.[Pd]. The product is [F:1][C:2]1[C:3]([C:34]2[N:35]([CH:40]([CH3:42])[CH3:41])[C:36]([CH3:39])=[N:37][CH:38]=2)=[N:4][C:5]([NH:8][CH:9]2[CH2:14][CH2:13][N:12]([S:15]([CH:18]3[CH2:23][CH2:22][NH:21][CH2:20][CH2:19]3)(=[O:16])=[O:17])[CH2:11][CH2:10]2)=[N:6][CH:7]=1. The yield is 0.920.